Task: Predict the reaction yield, written as a fraction of the theoretical maximum amount of product (1.0 means a 100% yield; for example, 0.34 means a 34% yield).. Dataset: Reaction yield outcomes from USPTO patents with 853,638 reactions The product is [Cl:1][C:2]1[CH:3]=[C:4]([N+:12]([O-:14])=[O:13])[C:5]([CH3:11])=[C:6]([CH:7]=1)[NH2:8]. The catalyst is CCO. The reactants are [Cl:1][C:2]1[CH:3]=[C:4]([N+:12]([O-:14])=[O:13])[C:5]([CH3:11])=[C:6]([N+:8]([O-])=O)[CH:7]=1.[NH4+]=S. The yield is 0.580.